The task is: Regression. Given a peptide amino acid sequence and an MHC pseudo amino acid sequence, predict their binding affinity value. This is MHC class II binding data.. This data is from Peptide-MHC class II binding affinity with 134,281 pairs from IEDB. The MHC is DRB1_0802 with pseudo-sequence DRB1_0802. The binding affinity (normalized) is 0.617. The peptide sequence is EAAVKQAYAATVAAA.